Task: Predict which catalyst facilitates the given reaction.. Dataset: Catalyst prediction with 721,799 reactions and 888 catalyst types from USPTO (1) Reactant: [F:1][C:2]1[CH:7]=[C:6]([C:8]2[C:13]([F:14])=[CH:12][C:11]([CH2:15][C:16]([OH:18])=O)=[CH:10][N:9]=2)[CH:5]=[CH:4][N:3]=1.[N:19]1[CH:24]=[CH:23][CH:22]=[C:21]([C:25]2[CH:26]=[CH:27][C:28]([NH2:31])=[N:29][CH:30]=2)[N:20]=1.CN(C(ON1N=NC2C=CC=NC1=2)=[N+](C)C)C.F[P-](F)(F)(F)(F)F. Product: [F:1][C:2]1[CH:7]=[C:6]([C:8]2[C:13]([F:14])=[CH:12][C:11]([CH2:15][C:16]([NH:31][C:28]3[CH:27]=[CH:26][C:25]([C:21]4[N:20]=[N:19][CH:24]=[CH:23][CH:22]=4)=[CH:30][N:29]=3)=[O:18])=[CH:10][N:9]=2)[CH:5]=[CH:4][N:3]=1. The catalyst class is: 3. (2) Reactant: C1C=CC(O[C:8]([O:12][C:13]2[CH:18]=[CH:17][CH:16]=[CH:15][CH:14]=2)=[N:9][C:10]#[N:11])=CC=1.[CH3:19][O:20][C:21]1[CH:27]=[CH:26][C:24]([NH2:25])=[CH:23][CH:22]=1. The catalyst class is: 32. Product: [CH3:19][O:20][C:21]1[CH:27]=[CH:26][C:24]([NH:25][C:8](=[N:9][C:10]#[N:11])[O:12][C:13]2[CH:14]=[CH:15][CH:16]=[CH:17][CH:18]=2)=[CH:23][CH:22]=1. (3) Reactant: [CH3:1][N:2]([CH3:36])[CH2:3][CH2:4][NH:5][C:6]([NH:8][C:9]1[CH:14]=[CH:13][C:12]([C:15]2[N:16]=[C:17]([N:30]3[CH2:35][CH2:34][O:33][CH2:32][CH2:31]3)[C:18]3[N:23]=[N:22][N:21]([CH:24]4[CH2:29][CH2:28][NH:27][CH2:26][CH2:25]4)[C:19]=3[N:20]=2)=[CH:11][CH:10]=1)=[O:7].[N:37]1[CH:42]=[CH:41][C:40]([C:43]2[CH:50]=[CH:49][C:46]([CH:47]=O)=[CH:45][CH:44]=2)=[CH:39][CH:38]=1.[BH-](OC(C)=O)(OC(C)=O)OC(C)=O.[Na+].CC(O)=O. Product: [CH3:1][N:2]([CH3:36])[CH2:3][CH2:4][NH:5][C:6]([NH:8][C:9]1[CH:10]=[CH:11][C:12]([C:15]2[N:16]=[C:17]([N:30]3[CH2:35][CH2:34][O:33][CH2:32][CH2:31]3)[C:18]3[N:23]=[N:22][N:21]([CH:24]4[CH2:29][CH2:28][N:27]([CH2:47][C:46]5[CH:45]=[CH:44][C:43]([C:40]6[CH:41]=[CH:42][N:37]=[CH:38][CH:39]=6)=[CH:50][CH:49]=5)[CH2:26][CH2:25]4)[C:19]=3[N:20]=2)=[CH:13][CH:14]=1)=[O:7]. The catalyst class is: 1. (4) Reactant: [CH:1]([C:4]1[CH:9]=[CH:8][C:7]([CH2:10][C:11]([NH:13][CH:14]([C:20]2[CH:25]=[CH:24][CH:23]=[CH:22][CH:21]=2)[C:15]2[NH:19][N:18]=[N:17][N:16]=2)=[O:12])=[CH:6][CH:5]=1)([CH3:3])[CH3:2].[C:26]([O-])([O-])=O.[K+].[K+].CI. Product: [CH:1]([C:4]1[CH:5]=[CH:6][C:7]([CH2:10][C:11]([NH:13][CH:14]([C:15]2[N:19]([CH3:26])[N:18]=[N:17][N:16]=2)[C:20]2[CH:25]=[CH:24][CH:23]=[CH:22][CH:21]=2)=[O:12])=[CH:8][CH:9]=1)([CH3:3])[CH3:2]. The catalyst class is: 3. (5) Reactant: [OH:1][C:2]1[C:3]([CH2:14][CH:15]=[CH2:16])=[C:4]([C:8]2[CH:13]=[CH:12][CH:11]=[CH:10][CH:9]=2)[CH:5]=[CH:6][CH:7]=1.IC.[C:19](=O)([O-])[O-].[K+].[K+].O. Product: [CH3:19][O:1][C:2]1[C:3]([CH2:14][CH:15]=[CH2:16])=[C:4]([C:8]2[CH:9]=[CH:10][CH:11]=[CH:12][CH:13]=2)[CH:5]=[CH:6][CH:7]=1. The catalyst class is: 9. (6) Reactant: Br[CH2:2][C:3]1[C:8]([O:9][CH2:10][CH3:11])=[CH:7][CH:6]=[CH:5][C:4]=1[N:12]1[C:16](=[O:17])[N:15]([CH3:18])[N:14]=[N:13]1.[F:19][C:20]1[CH:25]=[CH:24][C:23]([N:26]2[CH:30]=[CH:29][C:28]([OH:31])=[N:27]2)=[CH:22][CH:21]=1.C(=O)([O-])[O-].[K+].[K+].C(#N)C. Product: [F:19][C:20]1[CH:21]=[CH:22][C:23]([N:26]2[CH:30]=[CH:29][C:28]([O:31][CH2:2][C:3]3[C:8]([O:9][CH2:10][CH3:11])=[CH:7][CH:6]=[CH:5][C:4]=3[N:12]3[C:16](=[O:17])[N:15]([CH3:18])[N:14]=[N:13]3)=[N:27]2)=[CH:24][CH:25]=1. The catalyst class is: 6.